The task is: Predict the product of the given reaction.. This data is from Forward reaction prediction with 1.9M reactions from USPTO patents (1976-2016). (1) Given the reactants [F:1][C:2]1[C:11]([C:12](=[CH2:17])[C:13]([O:15][CH3:16])=[O:14])=[C:10]2[C:5]([CH:6]=[CH:7][C:8]([O:18][CH3:19])=[N:9]2)=[CH:4][CH:3]=1.[N:20]1([CH2:26][CH2:27][C:28]2[N:33]=[CH:32][C:31]3[O:34][CH2:35][CH2:36][O:37][C:30]=3[CH:29]=2)[CH2:25][CH2:24][NH:23][CH2:22][CH2:21]1.CN(C)C(=N)N(C)C, predict the reaction product. The product is: [O:37]1[C:30]2[CH:29]=[C:28]([CH2:27][CH2:26][N:20]3[CH2:25][CH2:24][N:23]([CH2:17][CH:12]([C:11]4[C:2]([F:1])=[CH:3][CH:4]=[C:5]5[C:10]=4[N:9]=[C:8]([O:18][CH3:19])[CH:7]=[CH:6]5)[C:13]([O:15][CH3:16])=[O:14])[CH2:22][CH2:21]3)[N:33]=[CH:32][C:31]=2[O:34][CH2:35][CH2:36]1. (2) The product is: [C:1]([O:5][C:6]([N:8]([CH3:14])[C@@H:9]([CH3:13])[C:10]([NH:29][C@@H:30]([C:66]([CH3:67])([CH3:69])[CH3:68])[C:31]([N:33]1[C@H:42]([C:43]([N:45]([CH2:55][C:56]2[CH:57]=[CH:58][C:59]([C:60]([O:62][CH3:63])=[O:61])=[CH:64][CH:65]=2)[C@@H:46]([C:48]2[CH:53]=[CH:52][C:51]([F:54])=[CH:50][CH:49]=2)[CH3:47])=[O:44])[CH2:41][C:40]2[C:35](=[CH:36][CH:37]=[CH:38][CH:39]=2)[CH2:34]1)=[O:32])=[O:12])=[O:7])([CH3:2])([CH3:3])[CH3:4]. Given the reactants [C:1]([O:5][C:6]([N:8]([CH3:14])[C@@H:9]([CH3:13])[C:10]([OH:12])=O)=[O:7])([CH3:4])([CH3:3])[CH3:2].C(Cl)CCl.N1C2C(=NC=CC=2)N(O)N=1.[NH2:29][C@@H:30]([C:66]([CH3:69])([CH3:68])[CH3:67])[C:31]([N:33]1[C@H:42]([C:43]([N:45]([CH2:55][C:56]2[CH:65]=[CH:64][C:59]([C:60]([O:62][CH3:63])=[O:61])=[CH:58][CH:57]=2)[C@@H:46]([C:48]2[CH:53]=[CH:52][C:51]([F:54])=[CH:50][CH:49]=2)[CH3:47])=[O:44])[CH2:41][C:40]2[C:35](=[CH:36][CH:37]=[CH:38][CH:39]=2)[CH2:34]1)=[O:32].C(O)(C(F)(F)F)=O.CN1CCOCC1, predict the reaction product. (3) Given the reactants Cl.FC1C=C(C=CC=1)CN1C=C(C2C3C(=NC=C(C4C=CC(C5CCNCC5)=CC=4)C=3)N(S(C3C=CC(C)=CC=3)(=O)=O)C=2)C=N1.[F:46][C:47]1[CH:48]=[C:49]([CH:93]=[C:94]([F:96])[CH:95]=1)[CH2:50][N:51]1[C:55]([CH3:56])=[C:54]([C:57]2[C:65]3[C:60](=[N:61][CH:62]=[C:63]([C:66]4[CH:67]=[C:68]([O:80][CH3:81])[C:69]([NH:72][C:73](=[O:79])[O:74][C:75]([CH3:78])([CH3:77])[CH3:76])=[N:70][CH:71]=4)[CH:64]=3)[N:59](S(C3C=CC(C)=CC=3)(=O)=O)[CH:58]=2)[C:53]([CH3:92])=[N:52]1.[OH-].[Li+], predict the reaction product. The product is: [F:46][C:47]1[CH:48]=[C:49]([CH:93]=[C:94]([F:96])[CH:95]=1)[CH2:50][N:51]1[C:55]([CH3:56])=[C:54]([C:57]2[C:65]3[C:60](=[N:61][CH:62]=[C:63]([C:66]4[CH:67]=[C:68]([O:80][CH3:81])[C:69]([NH:72][C:73](=[O:79])[O:74][C:75]([CH3:78])([CH3:77])[CH3:76])=[N:70][CH:71]=4)[CH:64]=3)[NH:59][CH:58]=2)[C:53]([CH3:92])=[N:52]1. (4) Given the reactants N#N.Br[C:4]1[C:13]2[C:8](=[CH:9][CH:10]=[CH:11][CH:12]=2)[C:7](=[O:14])[N:6]([CH3:15])[CH:5]=1.[CH3:16][N:17]1[CH:21]=[C:20](B(O)O)[CH:19]=[N:18]1.C([O-])([O-])=O.[Na+].[Na+], predict the reaction product. The product is: [CH3:15][N:6]1[CH:5]=[C:4]([C:20]2[CH:19]=[N:18][N:17]([CH3:16])[CH:21]=2)[C:13]2[C:8](=[CH:9][CH:10]=[CH:11][CH:12]=2)[C:7]1=[O:14]. (5) Given the reactants [N:1]([CH:4]1[CH2:10][CH2:9][N:8]([C:11]2[N:15]([CH3:16])[N:14]=[CH:13][C:12]=2[N+:17]([O-:19])=[O:18])[CH2:7][C:6]([CH3:21])([OH:20])[CH2:5]1)=[N+]=[N-].[H-].[Na+].CI.[C:26]1(P(C2C=CC=CC=2)C2C=CC=CC=2)C=CC=CC=1.CCN(C(C)C)C(C)C.[C:54]([O:58][C:59](O[C:59]([O:58][C:54]([CH3:57])([CH3:56])[CH3:55])=[O:60])=[O:60])([CH3:57])([CH3:56])[CH3:55], predict the reaction product. The product is: [CH3:26][O:20][C:6]1([CH3:21])[CH2:7][N:8]([C:11]2[N:15]([CH3:16])[N:14]=[CH:13][C:12]=2[N+:17]([O-:19])=[O:18])[CH2:9][CH2:10][CH:4]([NH:1][C:59](=[O:60])[O:58][C:54]([CH3:57])([CH3:56])[CH3:55])[CH2:5]1. (6) Given the reactants [C:1]([C:5]1[CH:6]=[C:7]2[C:11](=[CH:12][CH:13]=1)[C:10](=[O:14])[N:9]([CH2:15][CH:16]([C:21]1([CH3:26])OCC[O:22]1)[C:17]([O:19][CH3:20])=[O:18])[C:8]2=[O:27])([CH3:4])([CH3:3])[CH3:2].O.C1(C)C=CC(S(O)(=O)=O)=CC=1, predict the reaction product. The product is: [C:1]([C:5]1[CH:6]=[C:7]2[C:11](=[CH:12][CH:13]=1)[C:10](=[O:14])[N:9]([CH2:15][CH:16]([C:21](=[O:22])[CH3:26])[C:17]([O:19][CH3:20])=[O:18])[C:8]2=[O:27])([CH3:4])([CH3:2])[CH3:3]. (7) Given the reactants [N+:1]([C:4]1[CH:5]=[CH:6][C:7]([O:10][C:11]2[CH:20]=[CH:19][C:14]([C:15]([O:17][CH3:18])=[O:16])=[CH:13][CH:12]=2)=[N:8][CH:9]=1)([O-])=O, predict the reaction product. The product is: [NH2:1][C:4]1[CH:5]=[CH:6][C:7]([O:10][C:11]2[CH:20]=[CH:19][C:14]([C:15]([O:17][CH3:18])=[O:16])=[CH:13][CH:12]=2)=[N:8][CH:9]=1. (8) Given the reactants [CH:1]1([S:4]([NH:7][C:8]2[C:28]([NH:29][C:30]3[CH:35]=[CH:34][C:33]([I:36])=[CH:32][C:31]=3[F:37])=[CH:27][C:26]([F:38])=[CH:25][C:9]=2[O:10][C:11]2[CH:12]=[C:13]([NH:17]C(=O)OC(C)(C)C)[CH:14]=[CH:15][CH:16]=2)(=[O:6])=[O:5])[CH2:3][CH2:2]1.C(O)(C(F)(F)F)=O.[OH-].[Na+], predict the reaction product. The product is: [NH2:17][C:13]1[CH:12]=[C:11]([CH:16]=[CH:15][CH:14]=1)[O:10][C:9]1[CH:25]=[C:26]([F:38])[CH:27]=[C:28]([NH:29][C:30]2[CH:35]=[CH:34][C:33]([I:36])=[CH:32][C:31]=2[F:37])[C:8]=1[NH:7][S:4]([CH:1]1[CH2:2][CH2:3]1)(=[O:5])=[O:6]. (9) Given the reactants [Br:1][C:2]1[CH:11]=[CH:10][C:9]([NH2:12])=[C:8]2[C:3]=1[CH2:4][CH2:5][N:6]([CH3:13])[CH2:7]2.Cl[C:15](Cl)(Cl)[CH:16]([OH:18])O.Cl.[NH2:22][OH:23].[O-]S([O-])(=O)=O.[Na+].[Na+].[OH-].[Na+], predict the reaction product. The product is: [Br:1][C:2]1[CH:11]=[CH:10][C:9]([NH:12][C:16](=[O:18])[CH:15]=[N:22][OH:23])=[C:8]2[C:3]=1[CH2:4][CH2:5][N:6]([CH3:13])[CH2:7]2. (10) Given the reactants [CH3:1][O:2][C:3]1[CH:4]=[C:5]([CH:7]=[C:8]([O:12][CH3:13])[C:9]=1[O:10][CH3:11])[NH2:6].CC1(C)C2C(=C(P(C3C=CC=CC=3)C3C=CC=CC=3)C=CC=2)OC2C(P(C3C=CC=CC=3)C3C=CC=CC=3)=CC=CC1=2.C([O-])([O-])=O.[Cs+].[Cs+].Cl[C:63]1[CH:68]=[C:67]([O:69][C:70]2[CH:71]=[N:72][CH:73]=[CH:74][CH:75]=2)[CH:66]=[CH:65][N:64]=1, predict the reaction product. The product is: [N:72]1[CH:73]=[CH:74][CH:75]=[C:70]([O:69][C:67]2[CH:68]=[CH:63][N:64]=[C:65]([NH:6][C:5]3[CH:7]=[C:8]([O:12][CH3:13])[C:9]([O:10][CH3:11])=[C:3]([O:2][CH3:1])[CH:4]=3)[CH:66]=2)[CH:71]=1.